This data is from Catalyst prediction with 721,799 reactions and 888 catalyst types from USPTO. The task is: Predict which catalyst facilitates the given reaction. Reactant: [CH:1]([O:4][C:5]1[CH:6]=[C:7]([CH:13]=[CH:14][CH:15]=1)[C:8](OCC)=[O:9])([CH3:3])[CH3:2].[H-].[Al+3].[Li+].[H-].[H-].[H-].O. Product: [CH:1]([O:4][C:5]1[CH:6]=[C:7]([CH:13]=[CH:14][CH:15]=1)[CH2:8][OH:9])([CH3:3])[CH3:2]. The catalyst class is: 7.